From a dataset of Full USPTO retrosynthesis dataset with 1.9M reactions from patents (1976-2016). Predict the reactants needed to synthesize the given product. (1) Given the product [CH3:10][S:11]([O:1][CH:2]1[CH2:5][CH:4]([C:6]([O:8][CH3:9])=[O:7])[CH2:3]1)(=[O:13])=[O:12], predict the reactants needed to synthesize it. The reactants are: [O:1]=[C:2]1[CH2:5][CH:4]([C:6]([O:8][CH3:9])=[O:7])[CH2:3]1.[CH3:10][S:11](Cl)(=[O:13])=[O:12]. (2) Given the product [C:20]([C:2]1[CH:3]=[C:4]2[C:8](=[CH:9][C:10]=1[CH3:11])[N:7]([CH2:12][CH2:13][CH2:14][C:15]([O:17][CH2:18][CH3:19])=[O:16])[N:6]=[CH:5]2)#[N:21], predict the reactants needed to synthesize it. The reactants are: Br[C:2]1[CH:3]=[C:4]2[C:8](=[CH:9][C:10]=1[CH3:11])[N:7]([CH2:12][CH2:13][CH2:14][C:15]([O:17][CH2:18][CH3:19])=[O:16])[N:6]=[CH:5]2.[CH3:20][N:21](C=O)C. (3) Given the product [OH:15][C:13]([C:6]1[CH:7]=[C:8]([O:11][CH3:12])[CH:9]=[CH:10][C:5]=1[OH:4])([CH3:1])[CH3:14], predict the reactants needed to synthesize it. The reactants are: [CH3:1][Mg]Br.[OH:4][C:5]1[CH:10]=[CH:9][C:8]([O:11][CH3:12])=[CH:7][C:6]=1[C:13](=[O:15])[CH3:14]. (4) The reactants are: C[S-].[Na+].[ClH:4].C[O:6][C:7]1[CH:12]=[CH:11][C:10]([C:13]2[N:17]([CH3:18])[C:16]([C:19]([CH3:32])([O:21][C:22]3[CH:27]=[CH:26][C:25]([C:28]([F:31])([F:30])[F:29])=[CH:24][CH:23]=3)[CH3:20])=[N:15][N:14]=2)=[C:9]([C:33]([F:36])([F:35])[F:34])[CH:8]=1.O. Given the product [ClH:4].[CH3:18][N:17]1[C:16]([C:19]([CH3:32])([O:21][C:22]2[CH:27]=[CH:26][C:25]([C:28]([F:30])([F:31])[F:29])=[CH:24][CH:23]=2)[CH3:20])=[N:15][N:14]=[C:13]1[C:10]1[CH:11]=[CH:12][C:7]([OH:6])=[CH:8][C:9]=1[C:33]([F:34])([F:36])[F:35], predict the reactants needed to synthesize it. (5) Given the product [NH2:53][C:51]1[CH:50]=[CH:49][C:48]([CH3:56])=[C:47]([C:45]([C:31]2[CH:32]=[CH:33][C:34]([NH:36][C:37]3[CH:42]=[CH:41][C:40]([F:43])=[CH:39][C:38]=3[CH3:44])=[CH:35][C:30]=2[Cl:29])=[O:46])[CH:52]=1, predict the reactants needed to synthesize it. The reactants are: NC1C=CC(C)=C(C(C2C=CC(NC3C=CC(C(F)(F)F)=CC=3)=CC=2Cl)=O)C=1.[Cl:29][C:30]1[CH:35]=[C:34]([NH:36][C:37]2[CH:42]=[CH:41][C:40]([F:43])=[CH:39][C:38]=2[CH3:44])[CH:33]=[CH:32][C:31]=1[C:45]([C:47]1[CH:52]=[C:51]([N+:53]([O-])=O)[CH:50]=[CH:49][C:48]=1[CH3:56])=[O:46].